From a dataset of Peptide-MHC class II binding affinity with 134,281 pairs from IEDB. Regression. Given a peptide amino acid sequence and an MHC pseudo amino acid sequence, predict their binding affinity value. This is MHC class II binding data. (1) The peptide sequence is PIYIVTPTNASHIQS. The MHC is DRB1_0901 with pseudo-sequence DRB1_0901. The binding affinity (normalized) is 0.620. (2) The peptide sequence is ASVIPPARLFKAFVL. The MHC is DRB1_0901 with pseudo-sequence DRB1_0901. The binding affinity (normalized) is 0.753. (3) The peptide sequence is EVFCQTIKLDSEEYH. The MHC is DRB5_0101 with pseudo-sequence DRB5_0101. The binding affinity (normalized) is 0.194. (4) The peptide sequence is QPEQPKQSFPEQERP. The MHC is HLA-DQA10501-DQB10201 with pseudo-sequence HLA-DQA10501-DQB10201. The binding affinity (normalized) is 0.362.